This data is from Forward reaction prediction with 1.9M reactions from USPTO patents (1976-2016). The task is: Predict the product of the given reaction. (1) Given the reactants [C@@H:1]12[N:8]([C:9]([C:11]3[C:16]([N:17]4[N:21]=[CH:20][CH:19]=[N:18]4)=[CH:15][CH:14]=[CH:13][C:12]=3[F:22])=[O:10])[CH2:7][C@@H:6]1[CH2:5][CH2:4][NH:3][CH2:2]2.Cl[C:24]1[N:29]=[C:28]([CH3:30])[CH:27]=[C:26]([CH3:31])[N:25]=1.CCN(C(C)C)C(C)C, predict the reaction product. The product is: [CH3:31][C:26]1[CH:27]=[C:28]([CH3:30])[N:29]=[C:24]([N:3]2[CH2:4][CH2:5][C@@H:6]3[C@@H:1]([N:8]([C:9]([C:11]4[C:16]([N:17]5[N:18]=[CH:19][CH:20]=[N:21]5)=[CH:15][CH:14]=[CH:13][C:12]=4[F:22])=[O:10])[CH2:7]3)[CH2:2]2)[N:25]=1. (2) Given the reactants Cl.[Cl:2][C:3]1[CH:33]=[CH:32][C:6]([C:7]([N:9]([C@@H:11]2[CH2:16][CH2:15][N:14]([CH2:17][CH:18]3[CH2:23][CH2:22][NH:21][CH2:20][CH2:19]3)[CH2:13][C@H:12]2[C:24]2[CH:29]=[CH:28][C:27]([Cl:30])=[C:26]([Cl:31])[CH:25]=2)[CH3:10])=[O:8])=[CH:5][CH:4]=1.C(N(CC)CC)C.[C:41](Cl)(=[O:43])[CH3:42].O, predict the reaction product. The product is: [C:41]([N:21]1[CH2:22][CH2:23][CH:18]([CH2:17][N:14]2[CH2:15][CH2:16][C@@H:11]([N:9]([CH3:10])[C:7](=[O:8])[C:6]3[CH:5]=[CH:4][C:3]([Cl:2])=[CH:33][CH:32]=3)[C@H:12]([C:24]3[CH:29]=[CH:28][C:27]([Cl:30])=[C:26]([Cl:31])[CH:25]=3)[CH2:13]2)[CH2:19][CH2:20]1)(=[O:43])[CH3:42]. (3) Given the reactants Br[C:2]1[N:7]=[CH:6][C:5]2[N:8]=[CH:9][N:10]([CH:11]([CH3:13])[CH3:12])[C:4]=2[CH:3]=1.[CH3:14][O:15][C:16]1[CH:23]=[CH:22][C:19]([CH2:20][NH2:21])=[CH:18][CH:17]=1.CC([O-])(C)C.[Na+].CC1(C)C2C(=C(P(C3C=CC=CC=3)C3C=CC=CC=3)C=CC=2)OC2C(P(C3C=CC=CC=3)C3C=CC=CC=3)=CC=CC1=2, predict the reaction product. The product is: [CH:11]([N:10]1[C:4]2[CH:3]=[C:2]([NH:21][CH2:20][C:19]3[CH:22]=[CH:23][C:16]([O:15][CH3:14])=[CH:17][CH:18]=3)[N:7]=[CH:6][C:5]=2[N:8]=[CH:9]1)([CH3:13])[CH3:12]. (4) Given the reactants [Mg].Br[C:3]1[CH:8]=[CH:7][C:6]([O:9][CH3:10])=[CH:5][CH:4]=1.[Cl:11][C:12]1[CH:13]=[C:14]2[C:18](=[CH:19][CH:20]=1)[NH:17][C:16](=[O:21])[C:15]2=[O:22], predict the reaction product. The product is: [Cl:11][C:12]1[CH:13]=[C:14]2[C:18](=[CH:19][CH:20]=1)[NH:17][C:16](=[O:21])[C:15]2([OH:22])[C:3]1[CH:8]=[CH:7][C:6]([O:9][CH3:10])=[CH:5][CH:4]=1. (5) Given the reactants [N+:1]([C:4]1[CH:5]=[C:6]([CH:10]=[CH:11][CH:12]=1)[C:7]([OH:9])=O)([O-:3])=[O:2].[CH2:13]([O:15][C:16](=[O:24])C1C=CC(N)=CC=1)C.[CH:25]1C2C(=CC=CC=2)C=CC=1C(O)=O.I[C:39]1[CH:45]=[CH:44][C:42]([NH2:43])=[CH:41][CH:40]=1, predict the reaction product. The product is: [CH3:13][O:15][C:16](=[O:24])[C:45]1[CH:39]=[CH:40][C:41]([CH3:25])=[C:42]([NH:43][C:7](=[O:9])[C:6]2[CH:10]=[CH:11][CH:12]=[C:4]([N+:1]([O-:3])=[O:2])[CH:5]=2)[CH:44]=1. (6) Given the reactants [NH2:1][C:2](=[O:37])[C@@H:3]([NH:20][C:21]([C:23]1([NH:29][C:30](=[O:36])[O:31][C:32]([CH3:35])([CH3:34])[CH3:33])[CH2:28][CH2:27][O:26][CH2:25][CH2:24]1)=[O:22])[CH2:4][C:5]1[CH:10]=[CH:9][C:8](B2OC(C)(C)C(C)(C)O2)=[CH:7][CH:6]=1.Br[C:39]1[CH:40]=[CH:41][C:42]([CH3:47])=[C:43]([CH:46]=1)[C:44]#[N:45].C(=O)([O-])[O-].[Na+].[Na+], predict the reaction product. The product is: [NH2:1][C:2](=[O:37])[C@@H:3]([NH:20][C:21]([C:23]1([NH:29][C:30](=[O:36])[O:31][C:32]([CH3:33])([CH3:34])[CH3:35])[CH2:24][CH2:25][O:26][CH2:27][CH2:28]1)=[O:22])[CH2:4][C:5]1[CH:6]=[CH:7][C:8]([C:39]2[CH:40]=[CH:41][C:42]([CH3:47])=[C:43]([C:44]#[N:45])[CH:46]=2)=[CH:9][CH:10]=1. (7) The product is: [CH2:77]([O:76][C:74](=[O:75])[NH:73][CH2:72][CH2:71][NH:70][C:68](=[O:69])[CH2:67][C@@H:62]([NH:58][C:59]([O:60][CH2:84][C:92]1[CH:91]=[CH:90][CH:89]=[CH:88][CH:93]=1)=[O:61])[CH2:63][CH2:64][CH2:65][NH:66][C:32]([C@H:15]1[N:14]([CH2:35][CH3:36])[C:13](=[O:37])[C@H:12]([CH2:38][CH2:39][CH2:40][NH:41][C:42]([O:44][C:45]([CH3:46])([CH3:48])[CH3:47])=[O:43])[NH:11][C:10](=[O:49])[C@@H:9]([NH:8][C:6]([O:5][C:1]([CH3:4])([CH3:3])[CH3:2])=[O:7])[CH2:27][C:26]2[CH:28]=[C:22]([CH:23]=[CH:24][C:25]=2[OH:29])[C:21]2=[CH:30][C:17](=[C:18]([OH:31])[CH:19]=[CH:20]2)[CH2:16]1)=[O:33])[C:78]1[CH:79]=[CH:80][CH:81]=[CH:82][CH:83]=1. Given the reactants [C:1]([O:5][C:6]([NH:8][C@H:9]1[CH2:27][C:26]2[CH:28]=[C:22]([CH:23]=[CH:24][C:25]=2[OH:29])[C:21]2=[CH:30][C:17](=[C:18]([OH:31])[CH:19]=[CH:20]2)[CH2:16][C@@H:15]([C:32](O)=[O:33])[N:14]([CH2:35][CH3:36])[C:13](=[O:37])[C@H:12]([CH2:38][CH2:39][CH2:40][NH:41][C:42]([O:44][C:45]([CH3:48])([CH3:47])[CH3:46])=[O:43])[NH:11][C:10]1=[O:49])=[O:7])([CH3:4])([CH3:3])[CH3:2].Cl.C([N:58]([C@H:62]([CH2:67][C:68]([NH:70][CH2:71][CH2:72][NH:73][C:74]([O:76][CH2:77][C:78]1[CH:83]=[CH:82][CH:81]=[CH:80][CH:79]=1)=[O:75])=[O:69])[CH2:63][CH2:64][CH2:65][NH2:66])[C:59](=[O:61])[OH:60])C1C=CC=CC=1.[CH2:84](Cl)CCl.[CH:88]1[CH:89]=[CH:90][C:91]2N(O)N=N[C:92]=2[CH:93]=1, predict the reaction product.